From a dataset of Peptide-MHC class I binding affinity with 185,985 pairs from IEDB/IMGT. Regression. Given a peptide amino acid sequence and an MHC pseudo amino acid sequence, predict their binding affinity value. This is MHC class I binding data. (1) The peptide sequence is QAETAGARL. The MHC is Patr-B0101 with pseudo-sequence Patr-B0101. The binding affinity (normalized) is 0.394. (2) The peptide sequence is ALSMADIFI. The MHC is HLA-B27:05 with pseudo-sequence HLA-B27:05. The binding affinity (normalized) is 0.0847.